Dataset: Full USPTO retrosynthesis dataset with 1.9M reactions from patents (1976-2016). Task: Predict the reactants needed to synthesize the given product. (1) Given the product [C:13]([O:16][CH2:17][C:18]([CH3:57])([CH3:58])[CH2:19][N:20]1[C:26]2[CH:27]=[CH:28][C:29]([Cl:31])=[CH:30][C:25]=2[C@@H:24]([C:32]2[CH:37]=[CH:36][CH:35]=[C:34]([O:38][CH3:39])[C:33]=2[O:40][CH3:41])[O:23][C@H:22]([CH2:42][C:43]2[S:44][C:45](/[CH:48]=[CH:49]/[C:50]([O:52][CH2:53][CH3:54])=[O:51])=[CH:46][N:47]=2)[C:21]1=[O:56])(=[O:15])[CH3:14], predict the reactants needed to synthesize it. The reactants are: C(N(CC)CC)C.CS(Cl)(=O)=O.[C:13]([O:16][CH2:17][C:18]([CH3:58])([CH3:57])[CH2:19][N:20]1[C:26]2[CH:27]=[CH:28][C:29]([Cl:31])=[CH:30][C:25]=2[C@@H:24]([C:32]2[CH:37]=[CH:36][CH:35]=[C:34]([O:38][CH3:39])[C:33]=2[O:40][CH3:41])[O:23][C@H:22]([CH2:42][C:43]2[S:44][C:45]([CH:48](O)[CH2:49][C:50]([O:52][CH2:53][CH3:54])=[O:51])=[CH:46][N:47]=2)[C:21]1=[O:56])(=[O:15])[CH3:14].C1CCN2C(=NCCC2)CC1. (2) Given the product [CH3:1][O:2][CH2:3][C@H:4]([NH:16][C:17]([N:19]1[CH2:24][C:23](=[O:25])[NH:22][C:21]2[CH:26]=[C:27]([CH3:30])[CH:28]=[N:29][C:20]1=2)=[O:18])[C:5]1[CH:6]=[CH:7][C:8]([O:11][C:12]([F:15])([F:13])[F:14])=[CH:9][CH:10]=1, predict the reactants needed to synthesize it. The reactants are: [CH3:1][O:2][CH2:3][CH:4]([NH:16][C:17]([N:19]1[CH2:24][C:23](=[O:25])[NH:22][C:21]2[CH:26]=[C:27]([CH3:30])[CH:28]=[N:29][C:20]1=2)=[O:18])[C:5]1[CH:10]=[CH:9][C:8]([O:11][C:12]([F:15])([F:14])[F:13])=[CH:7][CH:6]=1. (3) Given the product [F:13][C:14]1[CH:21]=[CH:20][CH:19]=[C:18]([O:10][CH:8]([C:4]2[CH:5]=[CH:6][CH:7]=[C:2]([F:1])[CH:3]=2)[CH3:9])[C:15]=1[C:16]#[N:17], predict the reactants needed to synthesize it. The reactants are: [F:1][C:2]1[CH:3]=[C:4]([CH:8]([OH:10])[CH3:9])[CH:5]=[CH:6][CH:7]=1.[H-].[Na+].[F:13][C:14]1[CH:21]=[CH:20][CH:19]=[C:18](F)[C:15]=1[C:16]#[N:17]. (4) Given the product [CH2:3]1[C:4]2([CH2:7][N:6]([CH2:8][C:9]3[CH:14]=[CH:13][C:12]([O:15][CH:21]4[CH2:24][N:23]([C:25]([C:27]5[O:28][C:29]([C:32]6[CH:37]=[CH:36][C:35]([Cl:38])=[CH:34][CH:33]=6)=[N:30][N:31]=5)=[O:26])[CH2:22]4)=[CH:11][CH:10]=3)[CH2:5]2)[CH2:1][O:2]1, predict the reactants needed to synthesize it. The reactants are: [CH2:1]1[C:4]2([CH2:7][N:6]([CH2:8][C:9]3[CH:14]=[CH:13][C:12]([OH:15])=[CH:11][CH:10]=3)[CH2:5]2)[CH2:3][O:2]1.CS(O[CH:21]1[CH2:24][N:23]([C:25]([C:27]2[O:28][C:29]([C:32]3[CH:37]=[CH:36][C:35]([Cl:38])=[CH:34][CH:33]=3)=[N:30][N:31]=2)=[O:26])[CH2:22]1)(=O)=O. (5) Given the product [CH:6]1([C:11]2[C:15]3[N:16]=[C:17]([C:21]4[CH:26]=[C:25]([S:2]([Cl:1])(=[O:5])=[O:3])[CH:24]=[CH:23][C:22]=4[O:27][CH2:28][CH3:29])[NH:18][C:19](=[O:20])[C:14]=3[O:13][N:12]=2)[CH2:7][CH2:8][CH2:9][CH2:10]1, predict the reactants needed to synthesize it. The reactants are: [Cl:1][S:2]([OH:5])(=O)=[O:3].[CH:6]1([C:11]2[C:15]3[N:16]=[C:17]([C:21]4[CH:26]=[CH:25][CH:24]=[CH:23][C:22]=4[O:27][CH2:28][CH3:29])[NH:18][C:19](=[O:20])[C:14]=3[O:13][N:12]=2)[CH2:10][CH2:9][CH2:8][CH2:7]1. (6) Given the product [F:23][C:19]([F:24])([CH:20]([F:22])[F:21])[CH2:18][C:2]([CH2:18][C:19]([F:23])([F:24])[CH:20]([F:21])[F:22])([C:1]#[N:5])[C:3]#[N:4], predict the reactants needed to synthesize it. The reactants are: [C:1](#[N:5])[CH2:2][C:3]#[N:4].C(=O)([O-])[O-].[K+].[K+].FC(F)(F)S(O[CH2:18][C:19]([F:24])([F:23])[CH:20]([F:22])[F:21])(=O)=O.O.